This data is from Forward reaction prediction with 1.9M reactions from USPTO patents (1976-2016). The task is: Predict the product of the given reaction. Given the reactants C[O:2][C:3](=O)[C:4]1[C:9]([I:10])=[C:8]([F:11])[CH:7]=[CH:6][C:5]=1[CH2:12]Br.[OH-].[NH4+:16], predict the reaction product. The product is: [F:11][C:8]1[C:9]([I:10])=[C:4]2[C:5]([CH2:12][NH:16][C:3]2=[O:2])=[CH:6][CH:7]=1.